This data is from NCI-60 drug combinations with 297,098 pairs across 59 cell lines. The task is: Regression. Given two drug SMILES strings and cell line genomic features, predict the synergy score measuring deviation from expected non-interaction effect. (1) Drug 1: CCC1(CC2CC(C3=C(CCN(C2)C1)C4=CC=CC=C4N3)(C5=C(C=C6C(=C5)C78CCN9C7C(C=CC9)(C(C(C8N6C=O)(C(=O)OC)O)OC(=O)C)CC)OC)C(=O)OC)O.OS(=O)(=O)O. Drug 2: C1CC(C1)(C(=O)O)C(=O)O.[NH2-].[NH2-].[Pt+2]. Cell line: A549. Synergy scores: CSS=32.1, Synergy_ZIP=0.480, Synergy_Bliss=0.598, Synergy_Loewe=4.68, Synergy_HSA=3.94. (2) Drug 1: CC(C)(C#N)C1=CC(=CC(=C1)CN2C=NC=N2)C(C)(C)C#N. Drug 2: COC1=NC(=NC2=C1N=CN2C3C(C(C(O3)CO)O)O)N. Cell line: OVCAR3. Synergy scores: CSS=-7.69, Synergy_ZIP=4.24, Synergy_Bliss=1.23, Synergy_Loewe=-3.59, Synergy_HSA=-4.52. (3) Drug 1: CCC1=CC2CC(C3=C(CN(C2)C1)C4=CC=CC=C4N3)(C5=C(C=C6C(=C5)C78CCN9C7C(C=CC9)(C(C(C8N6C)(C(=O)OC)O)OC(=O)C)CC)OC)C(=O)OC.C(C(C(=O)O)O)(C(=O)O)O. Drug 2: CC12CCC3C(C1CCC2O)C(CC4=C3C=CC(=C4)O)CCCCCCCCCS(=O)CCCC(C(F)(F)F)(F)F. Cell line: SF-539. Synergy scores: CSS=40.6, Synergy_ZIP=-1.16, Synergy_Bliss=-1.94, Synergy_Loewe=-23.6, Synergy_HSA=-1.04. (4) Drug 1: C1=CC(=CC=C1CCC2=CNC3=C2C(=O)NC(=N3)N)C(=O)NC(CCC(=O)O)C(=O)O. Drug 2: CC1=C(N=C(N=C1N)C(CC(=O)N)NCC(C(=O)N)N)C(=O)NC(C(C2=CN=CN2)OC3C(C(C(C(O3)CO)O)O)OC4C(C(C(C(O4)CO)O)OC(=O)N)O)C(=O)NC(C)C(C(C)C(=O)NC(C(C)O)C(=O)NCCC5=NC(=CS5)C6=NC(=CS6)C(=O)NCCC[S+](C)C)O. Cell line: OVCAR-8. Synergy scores: CSS=42.8, Synergy_ZIP=-0.618, Synergy_Bliss=-1.64, Synergy_Loewe=-7.26, Synergy_HSA=-0.441. (5) Drug 1: CC1=C2C(C(=O)C3(C(CC4C(C3C(C(C2(C)C)(CC1OC(=O)C(C(C5=CC=CC=C5)NC(=O)OC(C)(C)C)O)O)OC(=O)C6=CC=CC=C6)(CO4)OC(=O)C)OC)C)OC. Drug 2: C1=CC(=C2C(=C1NCCNCCO)C(=O)C3=C(C=CC(=C3C2=O)O)O)NCCNCCO. Cell line: A498. Synergy scores: CSS=57.0, Synergy_ZIP=2.06, Synergy_Bliss=1.91, Synergy_Loewe=10.1, Synergy_HSA=11.6. (6) Synergy scores: CSS=51.0, Synergy_ZIP=5.57, Synergy_Bliss=9.76, Synergy_Loewe=-27.6, Synergy_HSA=7.72. Drug 2: CC1C(C(CC(O1)OC2CC(CC3=C2C(=C4C(=C3O)C(=O)C5=C(C4=O)C(=CC=C5)OC)O)(C(=O)CO)O)N)O.Cl. Drug 1: C1CCC(C1)C(CC#N)N2C=C(C=N2)C3=C4C=CNC4=NC=N3. Cell line: SNB-75. (7) Drug 1: C1CN1C2=NC(=NC(=N2)N3CC3)N4CC4. Drug 2: C1=CC(=C2C(=C1NCCNCCO)C(=O)C3=C(C=CC(=C3C2=O)O)O)NCCNCCO. Cell line: NCI-H522. Synergy scores: CSS=63.1, Synergy_ZIP=-0.761, Synergy_Bliss=-1.13, Synergy_Loewe=3.91, Synergy_HSA=6.89.